Dataset: TCR-epitope binding with 47,182 pairs between 192 epitopes and 23,139 TCRs. Task: Binary Classification. Given a T-cell receptor sequence (or CDR3 region) and an epitope sequence, predict whether binding occurs between them. (1) The epitope is SEISMDNSPNL. The TCR CDR3 sequence is CASSLVGGYEQYF. Result: 0 (the TCR does not bind to the epitope). (2) The epitope is EIYKRWII. The TCR CDR3 sequence is CASSLVGDARETQYF. Result: 1 (the TCR binds to the epitope). (3) The epitope is FVDGVPFVV. The TCR CDR3 sequence is CASSQGTSAYNEQFF. Result: 1 (the TCR binds to the epitope). (4) The epitope is SEETGTLIV. The TCR CDR3 sequence is CASSQVVGASYEQYF. Result: 1 (the TCR binds to the epitope). (5) The epitope is KPLEFGATSAAL. The TCR CDR3 sequence is CASSGTVEETQYF. Result: 1 (the TCR binds to the epitope).